Predict the reaction yield, written as a fraction of the theoretical maximum amount of product (1.0 means a 100% yield; for example, 0.34 means a 34% yield). From a dataset of Reaction yield outcomes from USPTO patents with 853,638 reactions. The reactants are [NH:1](C(OC(C)(C)C)=O)[C@H:2]([C:15]([NH:17][C@H:18]([C:26]([NH2:28])=[O:27])[CH2:19][CH2:20][CH2:21][NH:22][C:23](=[NH:25])[NH2:24])=[O:16])[CH2:3][C:4]1[CH:9]=[CH:8][C:7]([O:10]C(C)(C)C)=[CH:6][CH:5]=1.FC(F)(F)C(O)=O. The catalyst is C(Cl)Cl. The product is [NH2:1][C@H:2]([C:15]([NH:17][C@H:18]([C:26]([NH2:28])=[O:27])[CH2:19][CH2:20][CH2:21][NH:22][C:23](=[NH:24])[NH2:25])=[O:16])[CH2:3][C:4]1[CH:5]=[CH:6][C:7]([OH:10])=[CH:8][CH:9]=1. The yield is 1.00.